Dataset: Forward reaction prediction with 1.9M reactions from USPTO patents (1976-2016). Task: Predict the product of the given reaction. (1) Given the reactants [NH2:1][C:2]1[CH2:29][O:28][CH2:27][C:4]2([C:17]3[CH:16]=[C:15]([OH:18])[CH:14]=[C:13]([F:19])[C:12]=3[O:11][C:10]3[C:5]2=[CH:6][C:7]([C:20]2[C:21]([F:26])=[N:22][CH:23]=[CH:24][CH:25]=2)=[CH:8][CH:9]=3)[N:3]=1.CN(C=O)C.FC(F)(F)S(O[CH2:41][C:42]([F:45])([CH3:44])[CH3:43])(=O)=O, predict the reaction product. The product is: [F:19][C:13]1[C:12]2[O:11][C:10]3[C:5](=[CH:6][C:7]([C:20]4[C:21]([F:26])=[N:22][CH:23]=[CH:24][CH:25]=4)=[CH:8][CH:9]=3)[C:4]3([N:3]=[C:2]([NH2:1])[CH2:29][O:28][CH2:27]3)[C:17]=2[CH:16]=[C:15]([O:18][CH2:41][C:42]([F:45])([CH3:44])[CH3:43])[CH:14]=1. (2) Given the reactants [CH2:1]([C:3]1[CH:8]=[CH:7][C:6](B(O)O)=[CH:5][CH:4]=1)[CH3:2].[F-].[Cs+].Cl[C:15]1[CH:23]=[C:22]2[C:18]([C:19]([NH:32][C:33](=[O:37])[CH2:34][CH2:35][CH3:36])=[N:20][N:21]2[CH2:24][O:25][CH2:26][CH2:27][Si:28]([CH3:31])([CH3:30])[CH3:29])=[CH:17][CH:16]=1, predict the reaction product. The product is: [CH2:1]([C:3]1[CH:8]=[CH:7][C:6]([C:15]2[CH:23]=[C:22]3[C:18]([C:19]([NH:32][C:33](=[O:37])[CH2:34][CH2:35][CH3:36])=[N:20][N:21]3[CH2:24][O:25][CH2:26][CH2:27][Si:28]([CH3:31])([CH3:29])[CH3:30])=[CH:17][CH:16]=2)=[CH:5][CH:4]=1)[CH3:2].